Dataset: Catalyst prediction with 721,799 reactions and 888 catalyst types from USPTO. Task: Predict which catalyst facilitates the given reaction. (1) Reactant: [O:1]=[C:2]([CH2:13][CH2:14][CH2:15][CH2:16][CH2:17][CH2:18][C:19]([O:21][CH3:22])=[O:20])[CH2:3][C:4]([O:6][C@@H:7]([CH3:12])[CH2:8][C:9](=O)[CH3:10])=[O:5].[O-]CC.[Na+].Cl. Product: [CH3:10][C:9]1[CH2:8][C@H:7]([CH3:12])[O:6][C:4](=[O:5])[C:3]=1[C:2](=[O:1])[CH2:13][CH2:14][CH2:15][CH2:16][CH2:17][CH2:18][C:19]([O:21][CH3:22])=[O:20]. The catalyst class is: 8. (2) Reactant: [Br:1][C:2]1[CH:3]=[C:4]([O:10][C:11]2[CH:16]=[CH:15][C:14]([F:17])=[CH:13][CH:12]=2)[C:5]([C:8]#[N:9])=[N:6][CH:7]=1.[OH-:18].[Na+]. Product: [Br:1][C:2]1[CH:3]=[C:4]([O:10][C:11]2[CH:16]=[CH:15][C:14]([F:17])=[CH:13][CH:12]=2)[C:5]([C:8]([NH2:9])=[O:18])=[N:6][CH:7]=1. The catalyst class is: 65.